Dataset: Full USPTO retrosynthesis dataset with 1.9M reactions from patents (1976-2016). Task: Predict the reactants needed to synthesize the given product. (1) Given the product [F:17][C:11]([F:18])([O:9][C:5]1[CH:6]=[C:7]([F:8])[C:2]([Br:1])=[CH:3][CH:4]=1)[C:12]([N:14]([CH3:16])[CH3:15])=[O:13], predict the reactants needed to synthesize it. The reactants are: [Br:1][C:2]1[C:7]([F:8])=[CH:6][C:5]([OH:9])=[CH:4][CH:3]=1.Br[C:11]([F:18])([F:17])[C:12]([N:14]([CH3:16])[CH3:15])=[O:13].C([O-])([O-])=O.[K+].[K+].O. (2) Given the product [CH:2]([C:3]1[N:7]([C:8]2[CH:15]=[CH:14][C:11]([C:12]#[N:13])=[CH:10][CH:9]=2)[CH:6]=[N:5][CH:4]=1)=[O:1], predict the reactants needed to synthesize it. The reactants are: [OH:1][CH2:2][C:3]1[N:7]([C:8]2[CH:15]=[CH:14][C:11]([C:12]#[N:13])=[CH:10][CH:9]=2)[CH:6]=[N:5][CH:4]=1. (3) Given the product [Cl:10][C:3]1[CH:4]=[C:5]([O:8][CH3:9])[CH:6]=[CH:7][C:2]=1[C:12]1[O:11][CH:15]=[CH:14][N:13]=1, predict the reactants needed to synthesize it. The reactants are: Br[C:2]1[CH:7]=[CH:6][C:5]([O:8][CH3:9])=[CH:4][C:3]=1[Cl:10].[O:11]1[CH:15]=[CH:14][N:13]=[CH:12]1.CC([O-])(C)C.[K+]. (4) Given the product [F:9][C:10]1[CH:29]=[CH:28][C:13]([O:14][CH2:15][CH2:16][CH2:17][NH:18][C:7](=[O:8])[N:5]([CH3:6])[CH3:4])=[C:12]([N+:30]([O-:32])=[O:31])[CH:11]=1, predict the reactants needed to synthesize it. The reactants are: CNC.[CH3:4][N:5]([CH:7]=[O:8])[CH3:6].[F:9][C:10]1[CH:29]=[CH:28][C:13]([O:14][CH2:15][CH2:16][CH2:17][NH:18]C(=O)OC2C=CC=CC=2)=[C:12]([N+:30]([O-:32])=[O:31])[CH:11]=1.